The task is: Predict which catalyst facilitates the given reaction.. This data is from Catalyst prediction with 721,799 reactions and 888 catalyst types from USPTO. (1) Reactant: [OH:1][C:2]1[CH:7]=[CH:6][C:5]([C:8](=[O:16])[CH2:9][CH2:10][CH2:11][CH2:12][CH2:13][CH2:14][CH3:15])=[CH:4][CH:3]=1.C([O-])([O-])=O.[K+].[K+].II.Br[CH:26]([CH2:32][CH2:33][CH2:34][CH2:35][CH2:36][CH2:37][CH2:38][CH3:39])[C:27]([O:29][CH2:30][CH3:31])=[O:28]. Product: [C:8]([C:5]1[CH:4]=[CH:3][C:2]([O:1][CH:26]([CH2:32][CH2:33][CH2:34][CH2:35][CH2:36][CH2:37][CH2:38][CH3:39])[C:27]([O:29][CH2:30][CH3:31])=[O:28])=[CH:7][CH:6]=1)(=[O:16])[CH2:9][CH2:10][CH2:11][CH2:12][CH2:13][CH2:14][CH3:15]. The catalyst class is: 21. (2) The catalyst class is: 7. Reactant: Cl.Cl.[CH3:3][C:4]1[CH:17]=[C:7]2[C:8]([C@@H:12]3[CH2:14][C@H:13]3[CH2:15][NH2:16])=[CH:9][CH:10]=[CH:11][N:6]2[N:5]=1.C(N(CC)CC)C.[CH:25]1([C:28](Cl)=[O:29])[CH2:27][CH2:26]1.C(O)C. Product: [CH3:3][C:4]1[CH:17]=[C:7]2[C:8]([C@@H:12]3[CH2:14][C@H:13]3[CH2:15][NH:16][C:28]([CH:25]3[CH2:27][CH2:26]3)=[O:29])=[CH:9][CH:10]=[CH:11][N:6]2[N:5]=1.